Dataset: NCI-60 drug combinations with 297,098 pairs across 59 cell lines. Task: Regression. Given two drug SMILES strings and cell line genomic features, predict the synergy score measuring deviation from expected non-interaction effect. (1) Drug 1: CC1=C(C=C(C=C1)NC2=NC=CC(=N2)N(C)C3=CC4=NN(C(=C4C=C3)C)C)S(=O)(=O)N.Cl. Drug 2: C1CCC(C(C1)N)N.C(=O)(C(=O)[O-])[O-].[Pt+4]. Cell line: SN12C. Synergy scores: CSS=5.82, Synergy_ZIP=-2.14, Synergy_Bliss=0.674, Synergy_Loewe=2.23, Synergy_HSA=2.25. (2) Drug 1: CCC1=C2CN3C(=CC4=C(C3=O)COC(=O)C4(CC)O)C2=NC5=C1C=C(C=C5)O. Drug 2: C1=NNC2=C1C(=O)NC=N2. Cell line: NCIH23. Synergy scores: CSS=42.7, Synergy_ZIP=-1.83, Synergy_Bliss=-2.97, Synergy_Loewe=-75.3, Synergy_HSA=-1.25. (3) Synergy scores: CSS=65.2, Synergy_ZIP=4.85, Synergy_Bliss=4.26, Synergy_Loewe=9.05, Synergy_HSA=10.9. Drug 1: COC1=CC(=CC(=C1O)OC)C2C3C(COC3=O)C(C4=CC5=C(C=C24)OCO5)OC6C(C(C7C(O6)COC(O7)C8=CC=CS8)O)O. Drug 2: CC1C(C(CC(O1)OC2CC(CC3=C2C(=C4C(=C3O)C(=O)C5=CC=CC=C5C4=O)O)(C(=O)C)O)N)O. Cell line: HOP-92. (4) Drug 1: CCCCC(=O)OCC(=O)C1(CC(C2=C(C1)C(=C3C(=C2O)C(=O)C4=C(C3=O)C=CC=C4OC)O)OC5CC(C(C(O5)C)O)NC(=O)C(F)(F)F)O. Drug 2: CN1C2=C(C=C(C=C2)N(CCCl)CCCl)N=C1CCCC(=O)O.Cl. Cell line: LOX IMVI. Synergy scores: CSS=48.4, Synergy_ZIP=-1.26, Synergy_Bliss=-4.66, Synergy_Loewe=-20.0, Synergy_HSA=-4.38. (5) Drug 1: COC1=CC(=CC(=C1O)OC)C2C3C(COC3=O)C(C4=CC5=C(C=C24)OCO5)OC6C(C(C7C(O6)COC(O7)C8=CC=CS8)O)O. Drug 2: CC(C1=C(C=CC(=C1Cl)F)Cl)OC2=C(N=CC(=C2)C3=CN(N=C3)C4CCNCC4)N. Cell line: UO-31. Synergy scores: CSS=16.5, Synergy_ZIP=-5.47, Synergy_Bliss=1.10, Synergy_Loewe=3.50, Synergy_HSA=3.09.